This data is from Forward reaction prediction with 1.9M reactions from USPTO patents (1976-2016). The task is: Predict the product of the given reaction. Given the reactants C([O:3][C:4]([C:6]1[CH:7]=[C:8]2[C:13](=[CH:14][CH:15]=1)[NH:12][CH:11]([C:16]1[CH:21]=[CH:20][CH:19]=[CH:18][C:17]=1[Br:22])[C:10]([CH3:24])([CH3:23])[CH2:9]2)=[O:5])C.[OH-].[Na+].Cl, predict the reaction product. The product is: [Br:22][C:17]1[CH:18]=[CH:19][CH:20]=[CH:21][C:16]=1[CH:11]1[C:10]([CH3:23])([CH3:24])[CH2:9][C:8]2[C:13](=[CH:14][CH:15]=[C:6]([C:4]([OH:5])=[O:3])[CH:7]=2)[NH:12]1.